From a dataset of Full USPTO retrosynthesis dataset with 1.9M reactions from patents (1976-2016). Predict the reactants needed to synthesize the given product. The reactants are: C(O[BH-](OC(=O)C)OC(=O)C)(=O)C.[Na+].[C:15]([C:19]1[CH:20]=[C:21]([C:28]2[CH:29]=[N:30][C:31]([C:34]([F:37])([F:36])[F:35])=[CH:32][CH:33]=2)[C:22]([OH:27])=[C:23]([CH:26]=1)[CH:24]=O)([CH3:18])([CH3:17])[CH3:16].[NH:38]1[CH2:43][CH2:42][CH2:41][CH2:40][CH2:39]1.C(O)C.[ClH:47]. Given the product [ClH:47].[C:15]([C:19]1[CH:20]=[C:21]([C:28]2[CH:29]=[N:30][C:31]([C:34]([F:36])([F:35])[F:37])=[CH:32][CH:33]=2)[C:22]([OH:27])=[C:23]([CH2:24][N:38]2[CH2:43][CH2:42][CH2:41][CH2:40][CH2:39]2)[CH:26]=1)([CH3:17])([CH3:16])[CH3:18], predict the reactants needed to synthesize it.